Dataset: Catalyst prediction with 721,799 reactions and 888 catalyst types from USPTO. Task: Predict which catalyst facilitates the given reaction. (1) Product: [Si:1]([O:8][C:9]1[CH:26]=[CH:25][C:24]2[C@@H:23]3[C@:14]([CH:35]=[CH2:36])([C@H:15]4[C@@:19]([CH2:21][CH2:22]3)([CH3:20])[C@@H:18]([OH:27])[CH2:17][CH2:16]4)[CH2:13][CH2:12][C:11]=2[CH:10]=1)([C:4]([CH3:7])([CH3:6])[CH3:5])([CH3:2])[CH3:3]. Reactant: [Si:1]([O:8][C:9]1[CH:26]=[CH:25][C:24]2[C@@H:23]3[C@:14]([CH:35]=[CH2:36])([C@H:15]4[C@@:19]([CH2:21][CH2:22]3)([CH3:20])[C@@H:18]([O:27][Si](C(C)(C)C)(C)C)[CH2:17][CH2:16]4)[CH2:13][CH2:12][C:11]=2[CH:10]=1)([C:4]([CH3:7])([CH3:6])[CH3:5])([CH3:3])[CH3:2].Cl.O.C(OCC)(=O)C. The catalyst class is: 21. (2) Reactant: C(=O)([O-])[O-].[Cs+].[Cs+].[CH3:7][C:8]1[CH:13]=[C:12]([N+:14]([O-:16])=[O:15])[CH:11]=[CH:10][C:9]=1[NH:17][S:18]([CH2:21][CH2:22][CH2:23]Cl)(=[O:20])=[O:19]. Product: [CH3:7][C:8]1[CH:13]=[C:12]([N+:14]([O-:16])=[O:15])[CH:11]=[CH:10][C:9]=1[N:17]1[CH2:23][CH2:22][CH2:21][S:18]1(=[O:20])=[O:19]. The catalyst class is: 10. (3) Reactant: [N:1]1([C:15]([O:17][C:18]([CH3:21])([CH3:20])[CH3:19])=[O:16])[CH2:6][CH2:5][O:4][C:3]2[N:7]=[CH:8][C:9]([C:11]([O:13]C)=[O:12])=[CH:10][C:2]1=2.O.[OH-].[Li+]. Product: [C:18]([O:17][C:15]([N:1]1[CH2:6][CH2:5][O:4][C:3]2[N:7]=[CH:8][C:9]([C:11]([OH:13])=[O:12])=[CH:10][C:2]1=2)=[O:16])([CH3:21])([CH3:19])[CH3:20]. The catalyst class is: 24. (4) Reactant: FC(F)(F)S(O[CH2:7][CH2:8][N:9]([CH2:22][CH2:23]OS(C(F)(F)F)(=O)=O)[S:10]([C:13]1[CH:18]=[CH:17][CH:16]=[CH:15][C:14]=1[N+:19]([O-:21])=[O:20])(=[O:12])=[O:11])(=O)=O.Cl.[NH2:35][C:36]1([C:39]([O:41][CH3:42])=[O:40])[CH2:38][CH2:37]1.C(=O)([O-])[O-].[Na+].[Na+]. Product: [N+:19]([C:14]1[CH:15]=[CH:16][CH:17]=[CH:18][C:13]=1[S:10]([N:9]1[CH2:8][CH2:7][N:35]([C:36]2([C:39]([O:41][CH3:42])=[O:40])[CH2:38][CH2:37]2)[CH2:23][CH2:22]1)(=[O:11])=[O:12])([O-:21])=[O:20]. The catalyst class is: 115. (5) Reactant: [CH3:1][N:2]1[CH:6]=[C:5]([N+:7]([O-:9])=[O:8])[CH:4]=[N:3]1.[CH:10](=[O:15])[CH2:11][CH2:12][CH:13]=[CH2:14].[Li+].C[Si]([N-][Si](C)(C)C)(C)C. Product: [CH3:1][N:2]1[C:6]([CH:10]([OH:15])[CH2:11][CH2:12][CH:13]=[CH2:14])=[C:5]([N+:7]([O-:9])=[O:8])[CH:4]=[N:3]1. The catalyst class is: 1. (6) Reactant: [Br:1][CH2:2][C:3](=[O:15])[C:4]([C:7]1[CH:12]=[CH:11][C:10]([Cl:13])=[C:9]([Cl:14])[CH:8]=1)([CH3:6])[CH3:5].C1N2CN3CN(C2)C[N:17]1C3. Product: [BrH:1].[NH2:17][CH2:2][C:3](=[O:15])[C:4]([C:7]1[CH:12]=[CH:11][C:10]([Cl:13])=[C:9]([Cl:14])[CH:8]=1)([CH3:6])[CH3:5]. The catalyst class is: 2. (7) Reactant: [C:1]1([C:11]2[CH:12]=[CH:13][CH:14]=[C:15]3[C:19]=2[C:18](=O)[CH:17]([CH2:21][CH:22]2[CH2:27][CH2:26][CH2:25][CH2:24][CH2:23]2)[CH2:16]3)[C:10]2[C:5](=[CH:6][CH:7]=[CH:8][CH:9]=2)[CH:4]=[CH:3][CH:2]=1.[BH4-].[Na+].CO.S(=O)(=O)(O)O. Product: [C:1]1([C:11]2[CH:12]=[CH:13][CH:14]=[C:15]3[C:19]=2[CH2:18][C:17]([CH2:21][CH:22]2[CH2:23][CH2:24][CH2:25][CH2:26][CH2:27]2)=[CH:16]3)[C:10]2[C:5](=[CH:6][CH:7]=[CH:8][CH:9]=2)[CH:4]=[CH:3][CH:2]=1. The catalyst class is: 93. (8) Reactant: [F:1][C:2]1[CH:19]=[CH:18][C:5](/[CH:6]=[N:7]/[C:8]2[CH:16]=[CH:15][CH:14]=[C:13]3[C:9]=2[CH2:10][O:11][C:12]3=[O:17])=[CH:4][CH:3]=1.[CH2:20]([N:22]1[CH:26]=[CH:25][N:24]=[C:23]1[CH:27]=O)[CH3:21].[O-:29][CH2:30][CH3:31].[Na+]. Product: [CH2:20]([N:22]1[CH:26]=[CH:25][N:24]=[C:23]1[CH:27]1[C:30](=[O:29])[C:31]2[C:13]([C:12]([O:11][CH2:10][CH3:9])=[O:17])=[CH:14][CH:15]=[CH:16][C:8]=2[NH:7][CH:6]1[C:5]1[CH:18]=[CH:19][C:2]([F:1])=[CH:3][CH:4]=1)[CH3:21]. The catalyst class is: 567. (9) Product: [CH2:1]([N:8]1[C:9]2[CH:10]=[C:11]([C:27]3[C:28]([CH3:33])=[N:29][O:30][C:31]=3[CH3:32])[CH:12]=[C:13]([C:24]([NH2:25])=[O:26])[C:14]=2[C:15]2[C:20]1=[CH:19][CH:18]=[C:17]([C:21]([N:59]1[CH2:64][CH2:63][O:62][CH2:61][CH2:60]1)=[O:23])[CH:16]=2)[C:2]1[CH:7]=[CH:6][CH:5]=[CH:4][CH:3]=1. Reactant: [CH2:1]([N:8]1[C:20]2[CH:19]=[CH:18][C:17]([C:21]([OH:23])=O)=[CH:16][C:15]=2[C:14]2[C:9]1=[CH:10][C:11]([C:27]1[C:28]([CH3:33])=[N:29][O:30][C:31]=1[CH3:32])=[CH:12][C:13]=2[C:24](=[O:26])[NH2:25])[C:2]1[CH:7]=[CH:6][CH:5]=[CH:4][CH:3]=1.CN(C(ON1N=NC2C=CC(=CC1=2)Cl)=[N+](C)C)C.F[P-](F)(F)(F)(F)F.[NH:59]1[CH2:64][CH2:63][O:62][CH2:61][CH2:60]1. The catalyst class is: 239. (10) Reactant: [CH3:1][C@H:2]1[CH2:7][N:6]([CH2:8][C:9]2[CH:14]=[CH:13][C:12]([N+:15]([O-])=O)=[CH:11][CH:10]=2)[CH2:5][CH2:4][N:3]1[C:18]([O:20][C:21]([CH3:24])([CH3:23])[CH3:22])=[O:19].[OH-].[K+]. Product: [NH2:15][C:12]1[CH:13]=[CH:14][C:9]([CH2:8][N:6]2[CH2:5][CH2:4][N:3]([C:18]([O:20][C:21]([CH3:24])([CH3:23])[CH3:22])=[O:19])[C@@H:2]([CH3:1])[CH2:7]2)=[CH:10][CH:11]=1. The catalyst class is: 19.